Predict which catalyst facilitates the given reaction. From a dataset of Catalyst prediction with 721,799 reactions and 888 catalyst types from USPTO. Reactant: Br[C:2]1[CH:10]=[CH:9][CH:8]=[C:7]2[C:3]=1[C:4]([C:18]([N:20]1[CH2:25][CH2:24][CH:23]([C:26]3[CH:27]=[C:28]([CH:37]=[CH:38][C:39]=3[F:40])[CH2:29][NH:30][C:31](=O)[C:32]([F:35])([F:34])[F:33])[CH2:22][CH2:21]1)=[O:19])=[CH:5][N:6]2[CH2:11][CH2:12][O:13][C:14]([F:17])([F:16])[F:15].[N:41]1[CH:46]=[CH:45][C:44](B(O)O)=[CH:43][CH:42]=1.C(=O)([O-])[O-].[Cs+].[Cs+].C(Cl)Cl.O1CCOCC1.[OH2:65]. Product: [F:34][C:32]([F:35])([F:33])[C:31]([NH:30][CH2:29][C:28]1[CH:37]=[CH:38][C:39]([F:40])=[C:26]([CH:23]2[CH2:22][CH2:21][N:20]([C:18]([C:4]3[C:3]4[C:7](=[CH:8][CH:9]=[CH:10][C:2]=4[C:44]4[CH:45]=[CH:46][N:41]=[CH:42][CH:43]=4)[N:6]([CH2:11][CH2:12][O:13][C:14]([F:16])([F:17])[F:15])[CH:5]=3)=[O:19])[CH2:25][CH2:24]2)[CH:27]=1)=[O:65]. The catalyst class is: 140.